This data is from Catalyst prediction with 721,799 reactions and 888 catalyst types from USPTO. The task is: Predict which catalyst facilitates the given reaction. (1) Reactant: [CH:1]1([NH:4][C:5](=[O:32])[C:6]2[CH:11]=[CH:10][C:9]([C:12]3[N:16]4[CH:17]=[C:18]([C:26]5[CH:31]=[CH:30][CH:29]=[CH:28][CH:27]=5)[N:19]=[C:20]([NH:21][CH2:22][CH:23]([CH3:25])[CH3:24])[C:15]4=[N:14][CH:13]=3)=[CH:8][CH:7]=2)[CH2:3][CH2:2]1.[B-](F)(F)(F)[F:34].[B-](F)(F)(F)F.C1[N+]2(CCl)CC[N+](F)(CC2)C1. Product: [CH:1]1([NH:4][C:5](=[O:32])[C:6]2[CH:11]=[CH:10][C:9]([C:12]3[N:16]4[C:17]([F:34])=[C:18]([C:26]5[CH:31]=[CH:30][CH:29]=[CH:28][CH:27]=5)[N:19]=[C:20]([NH:21][CH2:22][CH:23]([CH3:25])[CH3:24])[C:15]4=[N:14][CH:13]=3)=[CH:8][CH:7]=2)[CH2:3][CH2:2]1. The catalyst class is: 10. (2) Reactant: Br[C:2]1[CH:9]=[CH:8][C:5]([C:6]#[N:7])=[C:4]([F:10])[CH:3]=1.[CH2:11]([Sn](CCCC)(CCCC)CCCC)[CH:12]=[CH2:13].[Li+].[Cl-]. Product: [CH2:13]([C:2]1[CH:9]=[CH:8][C:5]([C:6]#[N:7])=[C:4]([F:10])[CH:3]=1)[CH:12]=[CH2:11]. The catalyst class is: 11. (3) Reactant: [N:1]([CH2:4][CH:5]([F:29])[CH2:6][C@H:7]([N:18]1[C:26](=[O:27])[C:25]2[C:20](=[CH:21][CH:22]=[CH:23][CH:24]=2)[C:19]1=[O:28])[C:8]([O:10]CC1C=CC=CC=1)=[O:9])=[N+]=[N-]. Product: [NH2:1][CH2:4][CH:5]([F:29])[CH2:6][C@H:7]([N:18]1[C:26](=[O:27])[C:25]2[C:20](=[CH:21][CH:22]=[CH:23][CH:24]=2)[C:19]1=[O:28])[C:8]([OH:10])=[O:9]. The catalyst class is: 19. (4) Reactant: [C:1]([O:5][C:6]([N:8]1[CH2:13][C@H:12]([O:14][CH2:15][C:16]2[CH:25]=[C:24]([O:26][CH3:27])[C:23]3[C:18](=[CH:19][CH:20]=[CH:21][CH:22]=3)[CH:17]=2)[C@@H:11]([C:28]2[CH:33]=[CH:32][C:31]([O:34][CH2:35][CH:36]=[CH2:37])=[CH:30][CH:29]=2)[C@H:10]([O:38][CH2:39][C@H:40](O)[CH2:41][O:42]S(C2C=CC(C)=CC=2)(=O)=O)[CH2:9]1)=[O:7])([CH3:4])([CH3:3])[CH3:2].[OH-].[Na+]. Product: [C:1]([O:5][C:6]([N:8]1[CH2:9][C@@H:10]([O:38][CH2:39][C@H:40]2[CH2:41][O:42]2)[C@H:11]([C:28]2[CH:33]=[CH:32][C:31]([O:34][CH2:35][CH:36]=[CH2:37])=[CH:30][CH:29]=2)[C@@H:12]([O:14][CH2:15][C:16]2[CH:25]=[C:24]([O:26][CH3:27])[C:23]3[C:18](=[CH:19][CH:20]=[CH:21][CH:22]=3)[CH:17]=2)[CH2:13]1)=[O:7])([CH3:2])([CH3:4])[CH3:3]. The catalyst class is: 16. (5) Reactant: [N+:1]([C:4]1[CH:5]=[C:6]2[C:10](=[CH:11][CH:12]=1)[NH:9][N:8]=[C:7]2[C:13]([OH:15])=O)([O-:3])=[O:2].Cl.[CH3:17][NH:18][CH3:19].CN(C(ON1N=NC2C=CC=NC1=2)=[N+](C)C)C.F[P-](F)(F)(F)(F)F.CCN(C(C)C)C(C)C. Product: [CH3:17][N:18]([CH3:19])[C:13]([C:7]1[C:6]2[C:10](=[CH:11][CH:12]=[C:4]([N+:1]([O-:3])=[O:2])[CH:5]=2)[NH:9][N:8]=1)=[O:15]. The catalyst class is: 18. (6) Reactant: [F:1][C:2]([F:31])([F:30])[C:3]([C:12]1[CH:26]=[CH:25][C:15]([O:16][C:17]2[CH:18]=[C:19]([CH2:23]O)[CH:20]=[CH:21][CH:22]=2)=[C:14]([CH2:27][CH2:28][CH3:29])[CH:13]=1)([O:8][CH2:9][O:10][CH3:11])[C:4]([F:7])([F:6])[F:5].C1(P(C2C=CC=CC=2)C2C=CC=CC=2)C=CC=CC=1.C(Br)(Br)(Br)[Br:52]. Product: [Br:52][CH2:23][C:19]1[CH:18]=[C:17]([CH:22]=[CH:21][CH:20]=1)[O:16][C:15]1[CH:25]=[CH:26][C:12]([C:3]([O:8][CH2:9][O:10][CH3:11])([C:4]([F:7])([F:6])[F:5])[C:2]([F:31])([F:30])[F:1])=[CH:13][C:14]=1[CH2:27][CH2:28][CH3:29]. The catalyst class is: 2. (7) Reactant: [C:1]([O:5][C:6](=[O:26])[CH2:7][CH2:8][CH2:9][CH2:10][CH2:11][CH2:12][CH2:13][CH2:14][CH2:15][CH2:16][CH2:17][CH2:18][CH2:19][CH2:20][CH2:21][CH2:22]C(O)=O)([CH3:4])([CH3:3])[CH3:2].C1C=CC(OP(OC2C=CC=CC=2)([N:36]=[N+]=[N-])=O)=CC=1. Product: [C:1]([O:5][C:6](=[O:26])[CH2:7][CH2:8][CH2:9][CH2:10][CH2:11][CH2:12][CH2:13][CH2:14][CH2:15][CH2:16][CH2:17][CH2:18][CH2:19][CH2:20][CH2:21][CH2:22][NH2:36])([CH3:4])([CH3:3])[CH3:2]. The catalyst class is: 10.